Dataset: Forward reaction prediction with 1.9M reactions from USPTO patents (1976-2016). Task: Predict the product of the given reaction. (1) Given the reactants BrC1C=CC(C(C2(O)CCCCC2)CN2CCN(C)CC2)=CC=1.FC1C=CC(B(O)O)=CC=1.[F:34][C:35]1[CH:40]=[CH:39][C:38]([C:41]2[CH:46]=[CH:45][C:44]([CH:47]([C:56]3([OH:62])[CH2:61][CH2:60][CH2:59][CH2:58][CH2:57]3)[CH2:48][N:49]3[CH2:54][CH2:53][N:52]([CH3:55])[CH2:51][CH2:50]3)=[CH:43][CH:42]=2)=[CH:37][CH:36]=1.[ClH:63], predict the reaction product. The product is: [ClH:63].[ClH:63].[F:34][C:35]1[CH:40]=[CH:39][C:38]([C:41]2[CH:42]=[CH:43][C:44]([CH:47]([C:56]3([OH:62])[CH2:61][CH2:60][CH2:59][CH2:58][CH2:57]3)[CH2:48][N:49]3[CH2:50][CH2:51][N:52]([CH3:55])[CH2:53][CH2:54]3)=[CH:45][CH:46]=2)=[CH:37][CH:36]=1. (2) Given the reactants Cl[C:2]1[CH:3]=[C:4]2[C:12](=[O:13])[C:11]3[CH:14]=[C:15]([NH:18][S:19]([N:22]([CH2:24][CH:25]4[CH2:30][O:29][CH2:28][CH2:27][O:26]4)[CH3:23])(=[O:21])=[O:20])[CH:16]=[CH:17][C:10]=3[CH:9]=[CH:8][C:5]2=[N:6][CH:7]=1.[CH3:31][N:32]1[CH:36]=[C:35](B2OC(C)(C)C(C)(C)O2)[CH:34]=[N:33]1.[F-].[K+], predict the reaction product. The product is: [O:26]1[CH2:27][CH2:28][O:29][CH2:30][C@H:25]1[CH2:24][N:22]([CH3:23])[S:19]([NH:18][C:15]1[CH:16]=[CH:17][C:10]2[CH:9]=[CH:8][C:5]3=[N:6][CH:7]=[C:2]([C:35]4[CH:34]=[N:33][N:32]([CH3:31])[CH:36]=4)[CH:3]=[C:4]3[C:12](=[O:13])[C:11]=2[CH:14]=1)(=[O:21])=[O:20]. (3) Given the reactants C[O:2][C:3]([C:5]1[CH:6]=[CH:7][C:8]2[N:9]([C:11]([C:32]3[CH:37]=[CH:36][CH:35]=[CH:34][CH:33]=3)=[C:12]([C:14]3[CH:19]=[CH:18][C:17]([C:20]4([NH:24][C:25]([O:27][C:28]([CH3:31])([CH3:30])[CH3:29])=[O:26])[CH2:23][CH2:22][CH2:21]4)=[CH:16][CH:15]=3)[N:13]=2)[CH:10]=1)=[O:4].[OH-].[Na+].Cl, predict the reaction product. The product is: [C:28]([O:27][C:25]([NH:24][C:20]1([C:17]2[CH:16]=[CH:15][C:14]([C:12]3[N:13]=[C:8]4[CH:7]=[CH:6][C:5]([C:3]([OH:4])=[O:2])=[CH:10][N:9]4[C:11]=3[C:32]3[CH:37]=[CH:36][CH:35]=[CH:34][CH:33]=3)=[CH:19][CH:18]=2)[CH2:21][CH2:22][CH2:23]1)=[O:26])([CH3:31])([CH3:29])[CH3:30]. (4) Given the reactants B(O)(O)[C:2]1[CH:10]=[CH:9][CH:8]=[C:7]2[C:3]=1[CH:4]=[CH:5][NH:6]2.I[C:14]1[C:22]2[C:17](=[N:18][CH:19]=[N:20][C:21]=2[NH2:23])[N:16]([CH:24]([CH3:26])[CH3:25])[N:15]=1.C([O-])([O-])=O.[Na+].[Na+], predict the reaction product. The product is: [NH:6]1[C:7]2[C:3](=[C:2]([C:14]3[C:22]4[C:17](=[N:18][CH:19]=[N:20][C:21]=4[NH2:23])[N:16]([CH:24]([CH3:26])[CH3:25])[N:15]=3)[CH:10]=[CH:9][CH:8]=2)[CH:4]=[CH:5]1. (5) The product is: [CH2:1]([O:3][C:4]([C:6]1([C:9]2[CH:14]=[CH:13][C:12]([C:15]3[CH:20]=[CH:19][C:18]([C:21]4[O:25][N:24]=[C:23]([CH3:26])[C:22]=4[NH:27][C:28]4[CH:33]=[CH:32][CH:31]=[C:30]([C:37]5[C:36]([Cl:35])=[CH:41][CH:40]=[CH:39][C:38]=5[Cl:42])[N:29]=4)=[CH:17][CH:16]=3)=[CH:11][CH:10]=2)[CH2:8][CH2:7]1)=[O:5])[CH3:2]. Given the reactants [CH2:1]([O:3][C:4]([C:6]1([C:9]2[CH:14]=[CH:13][C:12]([C:15]3[CH:20]=[CH:19][C:18]([C:21]4[O:25][N:24]=[C:23]([CH3:26])[C:22]=4[NH:27][C:28]4[CH:33]=[CH:32][CH:31]=[C:30](Br)[N:29]=4)=[CH:17][CH:16]=3)=[CH:11][CH:10]=2)[CH2:8][CH2:7]1)=[O:5])[CH3:2].[Cl:35][C:36]1[CH:41]=[CH:40][CH:39]=[C:38]([Cl:42])[C:37]=1B(O)O, predict the reaction product.